From a dataset of Forward reaction prediction with 1.9M reactions from USPTO patents (1976-2016). Predict the product of the given reaction. (1) Given the reactants [NH:1]1[C:9]2[C:4](=[CH:5][C:6]([C:10]3[C:18]4[C:13](=[N:14][CH:15]=[N:16][C:17]=4[NH2:19])[N:12]([CH3:20])[N:11]=3)=[CH:7][CH:8]=2)[CH2:3][CH2:2]1.[F:21][C:22]1[CH:23]=[C:24]([CH2:28][C:29](O)=[O:30])[CH:25]=[CH:26][CH:27]=1.CN(C(ON1N=NC2C=CC=NC1=2)=[N+](C)C)C.F[P-](F)(F)(F)(F)F.CCN(C(C)C)C(C)C, predict the reaction product. The product is: [F:21][C:22]1[CH:23]=[C:24]([CH2:28][C:29]([N:1]2[C:9]3[C:4](=[CH:5][C:6]([C:10]4[C:18]5[C:13](=[N:14][CH:15]=[N:16][C:17]=5[NH2:19])[N:12]([CH3:20])[N:11]=4)=[CH:7][CH:8]=3)[CH2:3][CH2:2]2)=[O:30])[CH:25]=[CH:26][CH:27]=1. (2) Given the reactants [S:1]1[C:5]2[C:6]3[S:11][CH:10]=[CH:9][C:7]=3[S:8][C:4]=2[CH:3]=[CH:2]1.C1C(=O)N([Br:19])C(=O)C1, predict the reaction product. The product is: [Br:19][C:10]1[S:11][C:6]2[C:5]3[S:1][CH:2]=[CH:3][C:4]=3[S:8][C:7]=2[CH:9]=1. (3) Given the reactants [Cl:1][C:2]1[CH:10]=[CH:9][C:5]([C:6](Cl)=[O:7])=[CH:4][N:3]=1.C([N:13](CC)CC)C.[C:18]1([CH2:24]N)[CH:23]=[CH:22][CH:21]=[CH:20][CH:19]=1, predict the reaction product. The product is: [CH2:24]([C:4]1[N:3]=[C:2]([Cl:1])[CH:10]=[CH:9][C:5]=1[C:6]([NH2:13])=[O:7])[C:18]1[CH:23]=[CH:22][CH:21]=[CH:20][CH:19]=1. (4) Given the reactants [F:1][C:2]1[CH:11]=[C:10]([F:12])[CH:9]=[C:8]2[C:3]=1[C:4]([NH:20][C:21]1[CH:22]=[N:23][CH:24]=[C:25]([N:27]3[CH2:32][CH2:31][O:30][CH2:29][CH2:28]3)[CH:26]=1)=[C:5]([CH3:19])[C:6]([N:13]1[CH2:18][CH2:17][NH:16][CH2:15][CH2:14]1)=[N:7]2.Cl[C:34]([O:36][CH2:37][CH:38]([CH3:40])[CH3:39])=[O:35], predict the reaction product. The product is: [F:1][C:2]1[CH:11]=[C:10]([F:12])[CH:9]=[C:8]2[C:3]=1[C:4]([NH:20][C:21]1[CH:22]=[N:23][CH:24]=[C:25]([N:27]3[CH2:32][CH2:31][O:30][CH2:29][CH2:28]3)[CH:26]=1)=[C:5]([CH3:19])[C:6]([N:13]1[CH2:14][CH2:15][N:16]([C:34]([O:36][CH2:37][CH:38]([CH3:40])[CH3:39])=[O:35])[CH2:17][CH2:18]1)=[N:7]2. (5) Given the reactants [OH:1][CH2:2][CH2:3][C:4]([P:7](=[O:14])([O:11][CH2:12][CH3:13])[O:8][CH2:9][CH3:10])([F:6])[F:5].[S:15](Cl)([C:18]1[CH:24]=[CH:23][C:21]([CH3:22])=[CH:20][CH:19]=1)(=[O:17])=[O:16], predict the reaction product. The product is: [S:15]([O:1][CH2:2][CH2:3][C:4]([P:7](=[O:14])([O:11][CH2:12][CH3:13])[O:8][CH2:9][CH3:10])([F:6])[F:5])([C:18]1[CH:24]=[CH:23][C:21]([CH3:22])=[CH:20][CH:19]=1)(=[O:17])=[O:16].